This data is from Full USPTO retrosynthesis dataset with 1.9M reactions from patents (1976-2016). The task is: Predict the reactants needed to synthesize the given product. (1) Given the product [CH:28]1([C:27]2[C:22]([N:19]3[CH2:18][CH2:17][N:16]([C:14]([C:11]4[CH:10]=[CH:9][C:8]([N:1]5[CH2:5][CH2:4][CH2:3][C:2]5=[O:6])=[N:13][CH:12]=4)=[O:15])[CH2:21][CH2:20]3)=[N:23][CH:24]=[C:25]([CH:31]3[CH2:33][CH2:32]3)[CH:26]=2)[CH2:29][CH2:30]1, predict the reactants needed to synthesize it. The reactants are: [NH:1]1[CH2:5][CH2:4][CH2:3][C:2]1=[O:6].Br[C:8]1[N:13]=[CH:12][C:11]([C:14]([N:16]2[CH2:21][CH2:20][N:19]([C:22]3[C:27]([CH:28]4[CH2:30][CH2:29]4)=[CH:26][C:25]([CH:31]4[CH2:33][CH2:32]4)=[CH:24][N:23]=3)[CH2:18][CH2:17]2)=[O:15])=[CH:10][CH:9]=1. (2) Given the product [Cl:4][C:5]1[CH:10]=[CH:9][C:8]([C:11]2[C:16](=[O:17])[C:15]([OH:14])=[C:18]([C:19]3[CH:28]=[CH:27][C:26]4[C:21](=[CH:22][CH:23]=[CH:24][CH:25]=4)[CH:20]=3)[C:13](=[O:29])[C:12]=2[OH:30])=[CH:7][CH:6]=1, predict the reactants needed to synthesize it. The reactants are: C[O-].[Na+].[Cl:4][C:5]1[CH:10]=[CH:9][C:8]([C:11]2[C:16](=[O:17])[C:15](=[CH:18][C:19]3[CH:28]=[CH:27][C:26]4[C:21](=[CH:22][CH:23]=[CH:24][CH:25]=4)[CH:20]=3)[O:14][C:13](=[O:29])[C:12]=2[OH:30])=[CH:7][CH:6]=1.Cl.